Predict the reaction yield, written as a fraction of the theoretical maximum amount of product (1.0 means a 100% yield; for example, 0.34 means a 34% yield). From a dataset of Reaction yield outcomes from USPTO patents with 853,638 reactions. (1) The reactants are [NH2:1][C:2]1[N:7]=[C:6]([O:8]C)[C:5]([C:10](=[O:23])[CH2:11][CH2:12][CH:13]2[CH2:18][CH2:17][N:16]([CH2:19][CH2:20][CH2:21][CH3:22])[CH2:15][CH2:14]2)=[CH:4][C:3]=1[Cl:24]. The catalyst is Cl. The product is [NH2:1][C:2]1[NH:7][C:6](=[O:8])[C:5]([C:10](=[O:23])[CH2:11][CH2:12][CH:13]2[CH2:18][CH2:17][N:16]([CH2:19][CH2:20][CH2:21][CH3:22])[CH2:15][CH2:14]2)=[CH:4][C:3]=1[Cl:24]. The yield is 0.130. (2) The reactants are Cl.Cl.[NH2:3][CH2:4][C@@:5]1([OH:13])[CH:10]2[CH2:11][CH2:12][N:7]([CH2:8][CH2:9]2)[CH2:6]1.C([O-])([O-])=O.[Cs+].[Cs+].[N:20]([C:23]1[N:24]=[CH:25][C:26]2[C:31]([CH:32]=1)=[CH:30][CH:29]=[CH:28][CH:27]=2)=[C:21]=S.C(N=C=NC(C)C)(C)C. The product is [CH:25]1[C:26]2[C:31](=[CH:30][CH:29]=[CH:28][CH:27]=2)[CH:32]=[C:23]([NH:20][C:21]2[O:13][C@:5]3([CH2:4][N:3]=2)[CH:10]2[CH2:9][CH2:8][N:7]([CH2:12][CH2:11]2)[CH2:6]3)[N:24]=1. The yield is 0.580. The catalyst is CN(C)C=O. (3) The reactants are [F:1][C:2]1[CH:7]=[C:6]([F:8])[CH:5]=[CH:4][C:3]=1[C:9]1[S:10][CH:11]=[C:12](C(O)=O)[N:13]=1.C1(P(N=[N+]=[N-])(C2C=CC=CC=2)=[O:24])C=CC=CC=1.C([N:36]([CH2:39]C)CC)C.[C:41]([OH:45])([CH3:44])([CH3:43])[CH3:42]. No catalyst specified. The product is [C:41]([O:45][C:39](=[O:24])[NH:36][C:12]1[N:13]=[C:9]([C:3]2[CH:4]=[CH:5][C:6]([F:8])=[CH:7][C:2]=2[F:1])[S:10][CH:11]=1)([CH3:44])([CH3:43])[CH3:42]. The yield is 0.640.